From a dataset of Reaction yield outcomes from USPTO patents with 853,638 reactions. Predict the reaction yield, written as a fraction of the theoretical maximum amount of product (1.0 means a 100% yield; for example, 0.34 means a 34% yield). The reactants are [H-].[Na+].[NH:3]1[C:11]2[C:6](=[CH:7][CH:8]=[CH:9][CH:10]=2)[C:5]([C:12]([O:14][CH3:15])=[O:13])=[CH:4]1.[CH3:16]I. The catalyst is CN(C=O)C.O. The product is [CH3:16][N:3]1[C:11]2[C:6](=[CH:7][CH:8]=[CH:9][CH:10]=2)[C:5]([C:12]([O:14][CH3:15])=[O:13])=[CH:4]1. The yield is 0.960.